The task is: Predict the product of the given reaction.. This data is from Forward reaction prediction with 1.9M reactions from USPTO patents (1976-2016). (1) Given the reactants C(NC(C)C)(C)C.C([Li])CCC.C(=O)=O.CC(C)=O.[C:20]1([S:26]([N:29]2[C:33]3=[N:34][CH:35]=[CH:36][C:37]([C:38]4[CH:39]=[CH:40][C:41]([O:46][CH:47]5[CH2:52][CH2:51][O:50][CH2:49][CH2:48]5)=[C:42]([CH:45]=4)[C:43]#[N:44])=[C:32]3[CH:31]=[CH:30]2)(=[O:28])=[O:27])[CH:25]=[CH:24][CH:23]=[CH:22][CH:21]=1.[I:53]I, predict the reaction product. The product is: [I:53][C:30]1[N:29]([S:26]([C:20]2[CH:21]=[CH:22][CH:23]=[CH:24][CH:25]=2)(=[O:27])=[O:28])[C:33]2=[N:34][CH:35]=[CH:36][C:37]([C:38]3[CH:39]=[CH:40][C:41]([O:46][CH:47]4[CH2:52][CH2:51][O:50][CH2:49][CH2:48]4)=[C:42]([CH:45]=3)[C:43]#[N:44])=[C:32]2[CH:31]=1. (2) Given the reactants N[C:2]1[CH:9]=[CH:8][C:5]([C:6]#[N:7])=[CH:4][C:3]=1[F:10].S(=O)(=O)(O)O.N([O-])=O.[Na+].NC(N)=O.O(CC)C([S-])=[S:26].[K+].[OH-].[K+].Br[C:34]([CH3:41])([CH3:40])[C:35]([O:37][CH2:38][CH3:39])=[O:36], predict the reaction product. The product is: [CH2:38]([O:37][C:35](=[O:36])[C:34]([S:26][C:2]1[CH:9]=[CH:8][C:5]([C:6]#[N:7])=[CH:4][C:3]=1[F:10])([CH3:41])[CH3:40])[CH3:39]. (3) Given the reactants [NH2:1][C:2]1[CH:14]=[C:13]([CH2:15][CH2:16][C:17]2[CH:22]=[CH:21][CH:20]=[C:19]([O:23][CH3:24])[CH:18]=2)[CH:12]=[CH:11][C:3]=1[C:4]([O:6][C:7]([CH3:10])([CH3:9])[CH3:8])=[O:5].I[C:26]1[CH:27]=[C:28]([OH:32])[CH:29]=[CH:30][CH:31]=1.C(=O)([O-])[O-].[Cs+].[Cs+].C1(P(C2CCCCC2)C2C=CC=CC=2C2C(C(C)C)=CC(C(C)C)=CC=2C(C)C)CCCCC1, predict the reaction product. The product is: [OH:32][C:28]1[CH:27]=[C:26]([NH:1][C:2]2[CH:14]=[C:13]([CH2:15][CH2:16][C:17]3[CH:22]=[CH:21][CH:20]=[C:19]([O:23][CH3:24])[CH:18]=3)[CH:12]=[CH:11][C:3]=2[C:4]([O:6][C:7]([CH3:10])([CH3:9])[CH3:8])=[O:5])[CH:31]=[CH:30][CH:29]=1. (4) Given the reactants C1(C)C=CC(C([C@@](C(O)=O)(O)[C@@](C(C2C=CC(C)=CC=2)=O)(O)C(O)=O)=O)=CC=1.[CH2:29]([N:36]1[CH2:41][CH2:40][CH:39]([CH3:42])[CH:38]([NH:43][CH3:44])[CH2:37]1)[C:30]1[CH:35]=[CH:34][CH:33]=[CH:32][CH:31]=1.[CH2:29]([N:36]1[CH2:41][CH2:40][CH:39]([CH3:42])[CH:38]([NH:43][CH3:44])[CH2:37]1)[C:30]1[CH:31]=[CH:32][CH:33]=[CH:34][CH:35]=1.Cl[C:62]1[C:63]2[O:70][CH:69]=[CH:68][C:64]=2[N:65]=[CH:66][N:67]=1.C(=O)([O-])[O-].[K+].[K+], predict the reaction product. The product is: [CH2:29]([N:36]1[CH2:41][CH2:40][C@@H:39]([CH3:42])[C@@H:38]([N:43]([CH3:44])[C:62]2[C:63]3[O:70][CH:69]=[CH:68][C:64]=3[N:65]=[CH:66][N:67]=2)[CH2:37]1)[C:30]1[CH:31]=[CH:32][CH:33]=[CH:34][CH:35]=1.